Dataset: Full USPTO retrosynthesis dataset with 1.9M reactions from patents (1976-2016). Task: Predict the reactants needed to synthesize the given product. (1) Given the product [C:22]([C@H:21]([C@@H:25]([C:26]([OH:28])=[O:27])[OH:29])[OH:20])([OH:24])=[O:23].[Cl:2][C:3]1[CH:4]=[C:5]([C:10]([C@@:12]2([CH2:17][CH2:18][CH3:19])[CH2:16][CH2:15][NH:14][CH2:13]2)=[O:11])[CH:6]=[CH:7][C:8]=1[Cl:9], predict the reactants needed to synthesize it. The reactants are: Cl.[Cl:2][C:3]1[CH:4]=[C:5]([C:10]([C:12]2([CH2:17][CH2:18][CH3:19])[CH2:16][CH2:15][NH:14][CH2:13]2)=[O:11])[CH:6]=[CH:7][C:8]=1[Cl:9].[OH:20][C@@H:21]([C@H:25]([OH:29])[C:26]([OH:28])=[O:27])[C:22]([OH:24])=[O:23].[OH-].[Na+]. (2) Given the product [O:24]1[CH2:23][CH2:22][N:21]([C:20]2[C:15]3[N:16]([C:12]([C:9]4[CH:10]=[CH:11][C:6]([CH:2]5[O:1][C:41](=[O:42])[NH:43][C:3]5=[O:5])=[CH:7][CH:8]=4)=[C:13]([CH2:27][CH2:28][C:29]4[CH:38]=[CH:37][C:36]5[C:31](=[CH:32][CH:33]=[CH:34][CH:35]=5)[N:30]=4)[N:14]=3)[N:17]=[CH:18][CH:19]=2)[CH2:26][CH2:25]1, predict the reactants needed to synthesize it. The reactants are: [OH:1][CH:2]([C:6]1[CH:11]=[CH:10][C:9]([C:12]2[N:16]3[N:17]=[CH:18][CH:19]=[C:20]([N:21]4[CH2:26][CH2:25][O:24][CH2:23][CH2:22]4)[C:15]3=[N:14][C:13]=2[CH2:27][CH2:28][C:29]2[CH:38]=[CH:37][C:36]3[C:31](=[CH:32][CH:33]=[CH:34][CH:35]=3)[N:30]=2)=[CH:8][CH:7]=1)[C:3]([O-:5])=O.ClC(Cl)(Cl)[C:41]([N:43]=C=O)=[O:42].O. (3) Given the product [OH:1][CH:2]([CH2:6][CH2:7][CH2:8][CH2:9][CH2:10][CH2:11][CH2:12][CH2:13][CH2:14][CH2:15][CH2:16][CH2:17][CH2:18][CH3:19])[C:3]([O:5][CH2:21][CH2:22][CH2:23][CH2:24][CH2:25][OH:26])=[O:4], predict the reactants needed to synthesize it. The reactants are: [OH:1][CH:2]([CH2:6][CH2:7][CH2:8][CH2:9][CH2:10][CH2:11][CH2:12][CH2:13][CH2:14][CH2:15][CH2:16][CH2:17][CH2:18][CH3:19])[C:3]([OH:5])=[O:4].C(O)[CH2:21][CH2:22][CH2:23][CH2:24][CH2:25][OH:26].C1(C)C=CC(S(O)(=O)=O)=CC=1. (4) Given the product [Br:1][C:2]1[CH:14]=[C:13]2[C:5]([C:6]3[C:7](=[O:23])[C:8]4[CH:20]=[CH:19][CH:18]=[CH:17][C:9]=4[C:10]([CH3:15])([CH3:16])[C:11]=3[NH:12]2)=[CH:4][CH:3]=1, predict the reactants needed to synthesize it. The reactants are: [Br:1][C:2]1[CH:14]=[C:13]2[C:5]([C:6]3[C:7](=[O:23])[C:8]4[CH:20]=[CH:19][C:18](OC)=[CH:17][C:9]=4[C:10]([CH3:16])([CH3:15])[C:11]=3[NH:12]2)=[CH:4][CH:3]=1.C1C2C(=CC=CC=2)CCC1=O. (5) The reactants are: [OH:1][C:2]1[CH:7]=[CH:6][C:5]([Br:8])=[CH:4][C:3]=1[CH3:9].N1C=CN=C1.[Si:15](Cl)([C:18]([CH3:21])([CH3:20])[CH3:19])([CH3:17])[CH3:16]. Given the product [Si:15]([O:1][C:2]1[CH:7]=[CH:6][C:5]([Br:8])=[CH:4][C:3]=1[CH3:9])([C:18]([CH3:21])([CH3:20])[CH3:19])([CH3:17])[CH3:16], predict the reactants needed to synthesize it.